From a dataset of M1 muscarinic receptor agonist screen with 61,833 compounds. Binary Classification. Given a drug SMILES string, predict its activity (active/inactive) in a high-throughput screening assay against a specified biological target. (1) The compound is O1C(CC(=O)NCc2ccccc2)C(=O)Nc2c1cccc2. The result is 0 (inactive). (2) The compound is S(CC(=O)N1CCN(CC1)C(=O)c1occc1)c1oc(nn1)CNc1ccc(F)cc1. The result is 0 (inactive). (3) The compound is Fc1c(OCc2oc(N(C)C)c(n2)C#N)cccc1. The result is 0 (inactive). (4) The compound is Clc1cc(S(=O)(=O)NC2(CCCCC2)C(O)=O)ccc1F. The result is 0 (inactive). (5) The molecule is O=C1N(C(=O)CC1NCCc1ccncc1)c1ccc(OCC)cc1. The result is 0 (inactive). (6) The compound is O(CCN1C(=O)c2c(C1=O)ccc(c2)C(O)=O)C. The result is 0 (inactive).